Predict the product of the given reaction. From a dataset of Forward reaction prediction with 1.9M reactions from USPTO patents (1976-2016). Given the reactants Br[C:2]1[CH:7]=[CH:6][C:5]([C:8]2[CH:9]=[N:10][C:11]3[N:12]([C:14]([CH2:17][C:18]4[CH:19]=[C:20]5[C:25](=[CH:26][CH:27]=4)[N:24]=[CH:23][CH:22]=[CH:21]5)=[CH:15][N:16]=3)[N:13]=2)=[CH:4][C:3]=1[F:28].[CH3:29][N:30](C)C(=O)C.O.[OH-].[NH4+], predict the reaction product. The product is: [F:28][C:3]1[CH:4]=[C:5]([C:8]2[CH:9]=[N:10][C:11]3[N:12]([C:14]([CH2:17][C:18]4[CH:19]=[C:20]5[C:25](=[CH:26][CH:27]=4)[N:24]=[CH:23][CH:22]=[CH:21]5)=[CH:15][N:16]=3)[N:13]=2)[CH:6]=[CH:7][C:2]=1[C:29]#[N:30].